This data is from Full USPTO retrosynthesis dataset with 1.9M reactions from patents (1976-2016). The task is: Predict the reactants needed to synthesize the given product. (1) Given the product [OH:6][CH:7]([CH2:13][C:14](=[O:39])/[CH:15]=[CH:16]/[C:17]1([C:31]2[CH:36]=[CH:35][CH:34]=[C:33]([O:37][CH3:38])[CH:32]=2)[CH2:22][CH2:21][N:20]([C:23]2[CH:28]=[CH:27][CH:26]=[CH:25][C:24]=2[O:29][CH3:30])[CH2:19][CH2:18]1)[CH2:8][C:9]([O:11][CH3:12])=[O:10], predict the reactants needed to synthesize it. The reactants are: C([Si](C)(C)[O:6][CH:7]([CH2:13][C:14](=[O:39])/[CH:15]=[CH:16]/[C:17]1([C:31]2[CH:36]=[CH:35][CH:34]=[C:33]([O:37][CH3:38])[CH:32]=2)[CH2:22][CH2:21][N:20]([C:23]2[CH:28]=[CH:27][CH:26]=[CH:25][C:24]=2[O:29][CH3:30])[CH2:19][CH2:18]1)[CH2:8][C:9]([O:11][CH3:12])=[O:10])(C)(C)C.F.C(=O)([O-])O.[Na+]. (2) Given the product [N:3]1([C:4]([O:5][C:6]2[CH:11]=[C:10]([C:12]([CH3:14])([CH3:13])[CH3:15])[CH:9]=[C:8]([CH3:16])[C:7]=2[O:17][C:18]([N:19]2[CH2:22][CH2:23][CH2:21][CH2:20]2)=[O:24])=[O:25])[CH2:1][CH2:2][CH2:27][CH2:26]1, predict the reactants needed to synthesize it. The reactants are: [CH2:1]([N:3]([CH2:26][CH3:27])[C:4](=[O:25])[O:5][C:6]1[CH:11]=[C:10]([C:12]([CH3:15])([CH3:14])[CH3:13])[CH:9]=[C:8]([CH3:16])[C:7]=1[O:17][C:18](=[O:24])[N:19]([CH2:22][CH3:23])[CH2:20][CH3:21])[CH3:2].N1(C(Cl)=O)CCCC1. (3) Given the product [OH:1][C@@H:2]([C:22]1[CH:27]=[CH:26][CH:25]=[CH:24][CH:23]=1)[CH2:3][NH:4][C:5]([C@@H:7]1[CH2:11][C:10](=[N:12][O:13][CH3:14])[CH2:9][NH:8]1)=[O:6], predict the reactants needed to synthesize it. The reactants are: [OH:1][C@@H:2]([C:22]1[CH:27]=[CH:26][CH:25]=[CH:24][CH:23]=1)[CH2:3][NH:4][C:5]([C@@H:7]1[CH2:11][C:10](=[N:12][O:13][CH3:14])[CH2:9][N:8]1C(OC(C)(C)C)=O)=[O:6].